Dataset: Forward reaction prediction with 1.9M reactions from USPTO patents (1976-2016). Task: Predict the product of the given reaction. Given the reactants [ClH:1].[CH3:2][C:3]1[CH:4]=[C:5]([C:10]2[CH:15]=[CH:14][CH:13]=[C:12]([C:16]3[NH:17][C:18]4[CH:28]=[CH:27][C:26]5[C:21](=[C:22]([OH:33])[CH:23]=[C:24]([S:29](O)(=[O:31])=[O:30])[CH:25]=5)[C:19]=4[N:20]=3)[CH:11]=2)[CH:6]=[CH:7][C:8]=1[CH3:9].CN(C)C=O, predict the reaction product. The product is: [CH3:2][C:3]1[CH:4]=[C:5]([C:10]2[CH:15]=[CH:14][CH:13]=[C:12]([C:16]3[NH:17][C:18]4[CH:28]=[CH:27][C:26]5[C:21](=[C:22]([OH:33])[CH:23]=[C:24]([S:29]([Cl:1])(=[O:31])=[O:30])[CH:25]=5)[C:19]=4[N:20]=3)[CH:11]=2)[CH:6]=[CH:7][C:8]=1[CH3:9].